This data is from Forward reaction prediction with 1.9M reactions from USPTO patents (1976-2016). The task is: Predict the product of the given reaction. (1) Given the reactants [CH3:1][O:2][C:3](=[O:17])[CH2:4][CH2:5][NH:6][C:7](=[O:16])[C:8]1[CH:13]=[CH:12][C:11]([CH:14]=O)=[CH:10][CH:9]=1.[C:18]1([C:24]2[CH:30]=[CH:29][C:27]([NH2:28])=[CH:26][CH:25]=2)[CH2:23][CH2:22][CH2:21][CH2:20][CH:19]=1.C([BH3-])#N.[Na+], predict the reaction product. The product is: [CH3:1][O:2][C:3](=[O:17])[CH2:4][CH2:5][NH:6][C:7](=[O:16])[C:8]1[CH:13]=[CH:12][C:11]([CH2:14][NH:28][C:27]2[CH:29]=[CH:30][C:24]([C:18]3[CH2:23][CH2:22][CH2:21][CH2:20][CH:19]=3)=[CH:25][CH:26]=2)=[CH:10][CH:9]=1. (2) Given the reactants [Cl:1][C:2]1[CH:3]=[C:4]2[C:9](=[CH:10][CH:11]=1)[N:8]=[C:7]([N:12]([CH2:15][CH3:16])[CH2:13][CH3:14])[CH:6]=[C:5]2[C:17]1[CH:22]=[CH:21][C:20]([N+:23]([O-])=O)=[CH:19][CH:18]=1.Cl, predict the reaction product. The product is: [NH2:23][C:20]1[CH:19]=[CH:18][C:17]([C:5]2[C:4]3[C:9](=[CH:10][CH:11]=[C:2]([Cl:1])[CH:3]=3)[N:8]=[C:7]([N:12]([CH2:15][CH3:16])[CH2:13][CH3:14])[CH:6]=2)=[CH:22][CH:21]=1. (3) Given the reactants CN(C)C=O.[Cl:6][C:7]1[CH:12]=[C:11]([Cl:13])[CH:10]=[CH:9][C:8]=1[C:14]1[NH:18][N:17]=[C:16]([C:19](O)=[O:20])[C:15]=1[CH3:22].S(Cl)([Cl:25])=O, predict the reaction product. The product is: [Cl:6][C:7]1[CH:12]=[C:11]([Cl:13])[CH:10]=[CH:9][C:8]=1[C:14]1[NH:18][N:17]=[C:16]([C:19]([Cl:25])=[O:20])[C:15]=1[CH3:22]. (4) Given the reactants [N:1]1[CH:6]=[CH:5][CH:4]=[C:3]([CH2:7][NH:8][C:9]([C:11]2[CH:15]=[C:14]([NH:16][C:17](=[O:27])[C:18]3[CH:23]=[C:22]([F:24])[C:21]([F:25])=[CH:20][C:19]=3[Cl:26])[NH:13][N:12]=2)=[O:10])[CH:2]=1.Cl.C(OCC)(=O)C, predict the reaction product. The product is: [ClH:26].[N:1]1[CH:6]=[CH:5][CH:4]=[C:3]([CH2:7][NH:8][C:9]([C:11]2[CH:15]=[C:14]([NH:16][C:17](=[O:27])[C:18]3[CH:23]=[C:22]([F:24])[C:21]([F:25])=[CH:20][C:19]=3[Cl:26])[NH:13][N:12]=2)=[O:10])[CH:2]=1. (5) Given the reactants [Cl:1][C@H:2]1[C@H:6]([CH2:7][CH2:8][CH2:9][C:10]2[S:14][C:13]([C:15]([O:17]C)=[O:16])=[CH:12][CH:11]=2)[C@@H:5](/[CH:19]=[CH:20]/[C@@H:21]([OH:28])[CH2:22][CH2:23][CH2:24][C@@H:25]([OH:27])[CH3:26])[C@H:4]([OH:29])[CH2:3]1.[OH-].[Li+].Cl, predict the reaction product. The product is: [Cl:1][C@H:2]1[C@H:6]([CH2:7][CH2:8][CH2:9][C:10]2[S:14][C:13]([C:15]([OH:17])=[O:16])=[CH:12][CH:11]=2)[C@@H:5](/[CH:19]=[CH:20]/[C@@H:21]([OH:28])[CH2:22][CH2:23][CH2:24][C@@H:25]([OH:27])[CH3:26])[C@H:4]([OH:29])[CH2:3]1. (6) Given the reactants [Cl:1][C:2]1[CH:3]=[C:4]([C:8]2[N:12]3[N:13]=[C:14]([C:17]([OH:19])=O)[CH:15]=[CH:16][C:11]3=[N:10][CH:9]=2)[CH:5]=[CH:6][CH:7]=1.[F:20][C:21]([F:30])([F:29])[C:22]1[N:27]=[C:26]([NH2:28])[CH:25]=[CH:24][CH:23]=1.CCN(C(C)C)C(C)C.CN(C(ON1N=NC2C=CC=NC1=2)=[N+](C)C)C.F[P-](F)(F)(F)(F)F, predict the reaction product. The product is: [Cl:1][C:2]1[CH:3]=[C:4]([C:8]2[N:12]3[N:13]=[C:14]([C:17]([NH:28][C:26]4[CH:25]=[CH:24][CH:23]=[C:22]([C:21]([F:29])([F:20])[F:30])[N:27]=4)=[O:19])[CH:15]=[CH:16][C:11]3=[N:10][CH:9]=2)[CH:5]=[CH:6][CH:7]=1. (7) Given the reactants Cl[C:2]1[C:3]2[N:4]([CH:23]=[CH:24][N:25]=2)[C:5]([C:16]2[CH:21]=[CH:20][C:19]([CH3:22])=[CH:18][CH:17]=2)=[C:6]([C:8]2[CH:15]=[CH:14][C:11]([C:12]#[N:13])=[CH:10][CH:9]=2)[N:7]=1.[CH3:26][N:27]([CH3:34])[CH:28]1[CH2:33][CH2:32][NH:31][CH2:30][CH2:29]1.C(N(CC)C(C)C)(C)C, predict the reaction product. The product is: [CH3:26][N:27]([CH3:34])[CH:28]1[CH2:33][CH2:32][N:31]([C:2]2[C:3]3[N:4]([CH:23]=[CH:24][N:25]=3)[C:5]([C:16]3[CH:21]=[CH:20][C:19]([CH3:22])=[CH:18][CH:17]=3)=[C:6]([C:8]3[CH:15]=[CH:14][C:11]([C:12]#[N:13])=[CH:10][CH:9]=3)[N:7]=2)[CH2:30][CH2:29]1. (8) Given the reactants [NH2:1][C:2]1[CH:3]=[C:4]([C@@H:9]([OH:39])[CH2:10][N:11]([C:32]([O:34][C:35]([CH3:38])([CH3:37])[CH3:36])=[O:33])[CH2:12][CH2:13][O:14][C:15]2[CH:23]=[C:22]3[C:18]([C:19]([CH3:31])=[N:20][N:21]3[C:24]([O:26][C:27]([CH3:30])([CH3:29])[CH3:28])=[O:25])=[CH:17][CH:16]=2)[CH:5]=[CH:6][C:7]=1[F:8].N1C=CN=C1.Cl[Si:46]([CH2:51][CH3:52])([CH2:49][CH3:50])[CH2:47][CH3:48].C(=O)(O)[O-].[Na+], predict the reaction product. The product is: [NH2:1][C:2]1[CH:3]=[C:4]([C@@H:9]([O:39][Si:46]([CH2:51][CH3:52])([CH2:49][CH3:50])[CH2:47][CH3:48])[CH2:10][N:11]([C:32]([O:34][C:35]([CH3:38])([CH3:37])[CH3:36])=[O:33])[CH2:12][CH2:13][O:14][C:15]2[CH:23]=[C:22]3[C:18]([C:19]([CH3:31])=[N:20][N:21]3[C:24]([O:26][C:27]([CH3:29])([CH3:30])[CH3:28])=[O:25])=[CH:17][CH:16]=2)[CH:5]=[CH:6][C:7]=1[F:8].